This data is from Reaction yield outcomes from USPTO patents with 853,638 reactions. The task is: Predict the reaction yield, written as a fraction of the theoretical maximum amount of product (1.0 means a 100% yield; for example, 0.34 means a 34% yield). The reactants are Br.[NH2:2][C:3]1[C:4]([OH:18])=[C:5]([C:9]2[CH:14]=[CH:13][CH:12]=[C:11]([C:15]([OH:17])=[O:16])[CH:10]=2)[CH:6]=[CH:7][CH:8]=1.[N:19]([O-])=O.[Na+].[CH2:23]([CH:25]1[C:33]2[C:28](=[CH:29][CH:30]=[C:31]([N:34]3[C:38](=[O:39])[CH2:37][C:36]([CH3:40])=[N:35]3)[CH:32]=2)[CH2:27][CH2:26]1)[CH3:24].C(=O)(O)[O-].[Na+]. The catalyst is Cl.C(O)C. The product is [CH2:23]([CH:25]1[C:33]2[C:28](=[CH:29][CH:30]=[C:31]([N:34]3[C:38](=[O:39])[C:37](=[N:19][NH:2][C:3]4[C:4]([OH:18])=[C:5]([C:9]5[CH:14]=[CH:13][CH:12]=[C:11]([C:15]([OH:17])=[O:16])[CH:10]=5)[CH:6]=[CH:7][CH:8]=4)[C:36]([CH3:40])=[N:35]3)[CH:32]=2)[CH2:27][CH2:26]1)[CH3:24]. The yield is 0.364.